Dataset: Full USPTO retrosynthesis dataset with 1.9M reactions from patents (1976-2016). Task: Predict the reactants needed to synthesize the given product. (1) Given the product [CH3:8][O:9][N:10]1[C:15]([CH3:16])([CH3:17])[CH2:14][CH:13]([O:18][CH2:3][CH:5]2[CH2:6][O:7]2)[CH2:12][C:11]1([CH3:20])[CH3:19], predict the reactants needed to synthesize it. The reactants are: [OH-].[Na+].[CH2:3]([CH:5]1[O:7][CH2:6]1)Cl.[CH3:8][O:9][N:10]1[C:15]([CH3:17])([CH3:16])[CH2:14][CH:13]([OH:18])[CH2:12][C:11]1([CH3:20])[CH3:19]. (2) The reactants are: [CH2:1]([O:8][CH:9]([CH3:13])[C:10]([NH2:12])=[O:11])[C:2]1[CH:7]=[CH:6][CH:5]=[CH:4][CH:3]=1.ClS([N:18]=[C:19]=[O:20])(=O)=O. Given the product [CH2:1]([O:8][CH:9]([CH3:13])[C:10]([NH:12][C:19]([NH2:18])=[O:20])=[O:11])[C:2]1[CH:7]=[CH:6][CH:5]=[CH:4][CH:3]=1, predict the reactants needed to synthesize it. (3) Given the product [Br:30][C:28]1[CH:27]=[CH:26][C:25]([F:31])=[C:24]([C@:21]2([CH3:23])[CH:20]=[C:19]([C:41]([O:43][CH3:44])=[O:42])[S:18][C:17]([N:7]([C:6]([O:5][C:1]([CH3:2])([CH3:3])[CH3:4])=[O:32])[CH2:8][C:9]3[CH:10]=[CH:11][C:12]([O:15][CH3:16])=[CH:13][CH:14]=3)=[N:22]2)[CH:29]=1, predict the reactants needed to synthesize it. The reactants are: [C:1]([O:5][C:6](=[O:32])[N:7]([C:17]1[S:18][CH:19]=[CH:20][C@:21]([C:24]2[CH:29]=[C:28]([Br:30])[CH:27]=[CH:26][C:25]=2[F:31])([CH3:23])[N:22]=1)[CH2:8][C:9]1[CH:14]=[CH:13][C:12]([O:15][CH3:16])=[CH:11][CH:10]=1)([CH3:4])([CH3:3])[CH3:2].C([N-]C(C)C)(C)C.[Li+].[C:41](=[O:43])=[O:42].[C:44](=O)([O-])[O-].[K+].[K+].CI. (4) Given the product [CH3:1][C:2]1[CH:3]=[CH:4][C:5]([CH2:6][NH:7][NH:8][C:9]([C:11]2[NH:12][C:13]3[C:18]([C:19]=2[CH3:20])=[CH:17][C:16]([Cl:21])=[CH:15][CH:14]=3)=[O:10])=[CH:22][CH:23]=1, predict the reactants needed to synthesize it. The reactants are: [CH3:1][C:2]1[CH:23]=[CH:22][C:5]([CH:6]=[N:7][NH:8][C:9]([C:11]2[NH:12][C:13]3[C:18]([C:19]=2[CH3:20])=[CH:17][C:16]([Cl:21])=[CH:15][CH:14]=3)=[O:10])=[CH:4][CH:3]=1.[BH4-].[Na+]. (5) Given the product [CH3:1][O:2][C:3]1[C:4]([CH2:12][N:13]([CH3:14])[CH3:15])=[C:5]2[C:9](=[CH:10][CH:11]=1)[N:8]([S:30]([C:28]1[S:29][C:25]3[CH:24]=[CH:23][C:22]([CH3:21])=[CH:34][C:26]=3[CH:27]=1)(=[O:31])=[O:32])[CH:7]=[CH:6]2, predict the reactants needed to synthesize it. The reactants are: [CH3:1][O:2][C:3]1[C:4]([CH2:12][N:13]([CH3:15])[CH3:14])=[C:5]2[C:9](=[CH:10][CH:11]=1)[NH:8][CH:7]=[CH:6]2.CN(C=O)C.[CH3:21][C:22]1[CH:23]=[CH:24][C:25]2[S:29][C:28]([S:30](Cl)(=[O:32])=[O:31])=[CH:27][C:26]=2[CH:34]=1. (6) Given the product [Cl:31][C:2]1[CH:6]=[C:5]([S:7][CH2:8][CH:9]2[CH2:14][CH2:13][N:12]([C:15]([O:17][CH2:18][C:19]3[CH:24]=[CH:23][CH:22]=[CH:21][CH:20]=3)=[O:16])[CH2:11][CH2:10]2)[N:4]([CH3:25])[N:3]=1, predict the reactants needed to synthesize it. The reactants are: N[C:2]1[CH:6]=[C:5]([S:7][CH2:8][CH:9]2[CH2:14][CH2:13][N:12]([C:15]([O:17][CH2:18][C:19]3[CH:24]=[CH:23][CH:22]=[CH:21][CH:20]=3)=[O:16])[CH2:11][CH2:10]2)[N:4]([CH3:25])[N:3]=1.[N+]([O-])([O-])=O.[Na+].[ClH:31]. (7) Given the product [NH2:11][CH2:10][CH:9]([NH:14][C:15](=[O:21])[O:16][C:17]([CH3:19])([CH3:18])[CH3:20])[C:3]1[CH:4]=[CH:5][CH:6]=[C:7]([Cl:8])[C:2]=1[Cl:1], predict the reactants needed to synthesize it. The reactants are: [Cl:1][C:2]1[C:7]([Cl:8])=[CH:6][CH:5]=[CH:4][C:3]=1[CH:9]([NH:14][C:15](=[O:21])[O:16][C:17]([CH3:20])([CH3:19])[CH3:18])[CH2:10][N+:11]([O-])=O.